Dataset: Reaction yield outcomes from USPTO patents with 853,638 reactions. Task: Predict the reaction yield, written as a fraction of the theoretical maximum amount of product (1.0 means a 100% yield; for example, 0.34 means a 34% yield). (1) The product is [CH:27]([C:29]1[C:30]2[N:31]([CH:36]=[C:37]([CH2:39][C@@H:40]3[CH2:45][CH2:44][CH2:43][CH2:42][N:41]3[C:7]([C:5]3[N:6]=[C:2]([CH3:1])[S:3][C:4]=3[C:10]3[CH:15]=[CH:14][CH:13]=[CH:12][CH:11]=3)=[O:9])[N:38]=2)[CH:32]=[C:33]([F:35])[CH:34]=1)=[CH2:28]. The reactants are [CH3:1][C:2]1[S:3][C:4]([C:10]2[CH:15]=[CH:14][CH:13]=[CH:12][CH:11]=2)=[C:5]([C:7]([OH:9])=O)[N:6]=1.C(Cl)(=O)C(Cl)=O.CN(C=O)C.[CH:27]([C:29]1[C:30]2[N:31]([CH:36]=[C:37]([CH2:39][C@@H:40]3[CH2:45][CH2:44][CH2:43][CH2:42][NH:41]3)[N:38]=2)[CH:32]=[C:33]([F:35])[CH:34]=1)=[CH2:28]. The catalyst is C(Cl)Cl. The yield is 0.300. (2) The reactants are [NH3:1].[Cl:2][C:3]1[CH:7]=[C:6]([C:8](Cl)=[O:9])[NH:5][C:4]=1[C:11]([O:13][CH3:14])=[O:12]. The catalyst is C1COCC1. The product is [NH2:1][C:8]([C:6]1[NH:5][C:4]([C:11]([O:13][CH3:14])=[O:12])=[C:3]([Cl:2])[CH:7]=1)=[O:9]. The yield is 0.510. (3) The reactants are [CH:1]([N:4]1[CH2:9][CH2:8][N:7]([C:10]2[S:11][C:12]3[CH:18]=[CH:17][C:16]([CH:19]=O)=[CH:15][C:13]=3[N:14]=2)[CH2:6][CH2:5]1)([CH3:3])[CH3:2].Cl.[CH3:22][NH:23][CH3:24].C(O)(=O)C.[BH3-]C#N.[Na+]. The catalyst is C1COCC1.CO. The product is [CH:1]([N:4]1[CH2:9][CH2:8][N:7]([C:10]2[S:11][C:12]3[CH:18]=[CH:17][C:16]([CH2:19][N:23]([CH3:24])[CH3:22])=[CH:15][C:13]=3[N:14]=2)[CH2:6][CH2:5]1)([CH3:3])[CH3:2]. The yield is 0.460. (4) The product is [NH2:1][C:4]1[C:5]([CH2:10][C:11]([O:13][CH2:14][CH3:15])=[O:12])=[N:6][CH:7]=[CH:8][CH:9]=1. The reactants are [N+:1]([C:4]1[C:5]([CH2:10][C:11]([O:13][CH2:14][CH3:15])=[O:12])=[N:6][CH:7]=[CH:8][CH:9]=1)([O-])=O. The catalyst is C(O)C.[Pd]. The yield is 0.940. (5) The reactants are [OH:1][C:2]1[C:12]2[CH2:11][CH2:10][CH2:9][CH2:8][CH2:7][C:6]=2[CH:5]=[CH:4][CH:3]=1. The catalyst is C1CCCCCC=1. The product is [O:1]=[C:2]1[C:12]2[CH2:11][CH2:10][CH2:9][CH2:8][CH2:7][C:6]=2[CH2:5][CH2:4][CH2:3]1. The yield is 0.495.